This data is from Catalyst prediction with 721,799 reactions and 888 catalyst types from USPTO. The task is: Predict which catalyst facilitates the given reaction. Reactant: [CH2:1]1[C:9]2[C:4](=[CH:5][CH:6]=[CH:7][CH:8]=2)[CH2:3][N:2]1[C:10]([NH:12][C:13]1[CH:21]=[CH:20][C:16]([C:17](O)=[O:18])=[CH:15][CH:14]=1)=[O:11].Cl.C(N=C=NCCCN(C)C)C.O.ON1C2C=CC=CC=2N=N1.C(N(CC)CC)C.[N:52]1([CH2:59][CH2:60][NH2:61])[CH2:58][CH2:57][CH2:56][CH2:55][CH2:54][CH2:53]1. Product: [N:52]1([CH2:59][CH2:60][NH:61][C:17]([C:16]2[CH:20]=[CH:21][C:13]([NH:12][C:10]([N:2]3[CH2:3][C:4]4[C:9](=[CH:8][CH:7]=[CH:6][CH:5]=4)[CH2:1]3)=[O:11])=[CH:14][CH:15]=2)=[O:18])[CH2:58][CH2:57][CH2:56][CH2:55][CH2:54][CH2:53]1. The catalyst class is: 4.